Dataset: Full USPTO retrosynthesis dataset with 1.9M reactions from patents (1976-2016). Task: Predict the reactants needed to synthesize the given product. Given the product [Br:4][C:5]1[CH:14]=[CH:13][C:8]([C:9]([OH:11])=[O:10])=[CH:7][C:6]=1[O:15][CH2:16][CH2:17][C:18]([F:19])([F:21])[F:20], predict the reactants needed to synthesize it. The reactants are: O.[OH-].[Li+].[Br:4][C:5]1[CH:14]=[CH:13][C:8]([C:9]([O:11]C)=[O:10])=[CH:7][C:6]=1[O:15][CH2:16][CH2:17][C:18]([F:21])([F:20])[F:19].C(OCC)(=O)C.Cl.